Dataset: Full USPTO retrosynthesis dataset with 1.9M reactions from patents (1976-2016). Task: Predict the reactants needed to synthesize the given product. (1) Given the product [ClH:16].[Cl:16][CH2:12][C:8]1[N:7]([C:1]2[CH:6]=[CH:5][CH:4]=[CH:3][CH:2]=2)[CH:11]=[CH:10][N:9]=1, predict the reactants needed to synthesize it. The reactants are: [C:1]1([N:7]2[CH:11]=[CH:10][N:9]=[C:8]2[CH2:12]O)[CH:6]=[CH:5][CH:4]=[CH:3][CH:2]=1.O=S(Cl)[Cl:16]. (2) Given the product [NH2:16][C:11](=[O:13])[C@@H:9]([NH:8][C:1](=[O:2])[O:3][C:4]([CH3:7])([CH3:6])[CH3:5])[CH3:10], predict the reactants needed to synthesize it. The reactants are: [C:1]([NH:8][C@H:9]([C:11]([OH:13])=O)[CH3:10])([O:3][C:4]([CH3:7])([CH3:6])[CH3:5])=[O:2].CC[N:16]=C=NCCCN(C)C.ON1C(=O)CCC1=O.[OH-].[NH4+]. (3) Given the product [OH:15][C:14]1[C:22]2[C:5](=[O:7])[C:4]3[C:3](=[C:11]([O:12][CH3:13])[CH:10]=[CH:9][CH:8]=3)[O:2][C:1]=2[CH:19]=[C:17]([OH:18])[CH:16]=1, predict the reactants needed to synthesize it. The reactants are: [CH3:1][O:2][C:3]1[C:11]([O:12][CH3:13])=[CH:10][CH:9]=[CH:8][C:4]=1[C:5]([OH:7])=O.[C:14]1([CH:22]=C(O)[CH:19]=[C:17]([OH:18])[CH:16]=1)[OH:15]. (4) Given the product [CH2:1]([N:8]1[CH2:13][CH2:12][C:25]([NH:19][C:18]2[CH:20]=[CH:21][CH:22]=[C:16]([F:15])[CH:17]=2)([C:26]#[N:23])[CH2:10][CH2:9]1)[C:2]1[CH:7]=[CH:6][CH:5]=[CH:4][CH:3]=1, predict the reactants needed to synthesize it. The reactants are: [CH2:1]([N:8]1[CH2:13][CH2:12]C[CH2:10][C:9]1=O)[C:2]1[CH:7]=[CH:6][CH:5]=[CH:4][CH:3]=1.[F:15][C:16]1[CH:17]=[C:18]([CH:20]=[CH:21][CH:22]=1)[NH2:19].[NH4+:23].[OH-].[C:25](O)(=O)[CH3:26]. (5) Given the product [C:1]([CH2:3][C@H:4]1[CH2:15][CH2:14][C:13]2[S:12][C:11]3[N:10]=[CH:9][N:8]=[C:7]([O:16][CH:17]4[CH2:18][CH2:19][C:20]([N:24]([CH3:34])[C:25](=[O:31])[O:26][C:27]([CH3:30])([CH3:29])[CH3:28])([CH3:23])[CH2:21][CH2:22]4)[C:6]=3[C:5]1=2)#[N:2], predict the reactants needed to synthesize it. The reactants are: [C:1]([CH2:3][C@H:4]1[CH2:15][CH2:14][C:13]2[S:12][C:11]3[N:10]=[CH:9][N:8]=[C:7]([O:16][CH:17]4[CH2:22][CH2:21][C:20]([NH:24][C:25](=[O:31])[O:26][C:27]([CH3:30])([CH3:29])[CH3:28])([CH3:23])[CH2:19][CH2:18]4)[C:6]=3[C:5]1=2)#[N:2].[H-].[Na+].[CH3:34]I.